This data is from NCI-60 drug combinations with 297,098 pairs across 59 cell lines. The task is: Regression. Given two drug SMILES strings and cell line genomic features, predict the synergy score measuring deviation from expected non-interaction effect. (1) Drug 1: CC1=C(C=C(C=C1)NC2=NC=CC(=N2)N(C)C3=CC4=NN(C(=C4C=C3)C)C)S(=O)(=O)N.Cl. Drug 2: CCCCCOC(=O)NC1=NC(=O)N(C=C1F)C2C(C(C(O2)C)O)O. Cell line: UO-31. Synergy scores: CSS=7.06, Synergy_ZIP=-3.02, Synergy_Bliss=0.0606, Synergy_Loewe=2.09, Synergy_HSA=2.28. (2) Drug 1: CC1OCC2C(O1)C(C(C(O2)OC3C4COC(=O)C4C(C5=CC6=C(C=C35)OCO6)C7=CC(=C(C(=C7)OC)O)OC)O)O. Drug 2: CN(C)C1=NC(=NC(=N1)N(C)C)N(C)C. Cell line: A549. Synergy scores: CSS=48.1, Synergy_ZIP=8.20, Synergy_Bliss=7.30, Synergy_Loewe=-32.1, Synergy_HSA=4.40. (3) Drug 1: CC1CCC2CC(C(=CC=CC=CC(CC(C(=O)C(C(C(=CC(C(=O)CC(OC(=O)C3CCCCN3C(=O)C(=O)C1(O2)O)C(C)CC4CCC(C(C4)OC)OCCO)C)C)O)OC)C)C)C)OC. Drug 2: C1=CC=C(C(=C1)C(C2=CC=C(C=C2)Cl)C(Cl)Cl)Cl. Cell line: COLO 205. Synergy scores: CSS=3.64, Synergy_ZIP=-0.543, Synergy_Bliss=1.39, Synergy_Loewe=-3.95, Synergy_HSA=-0.776. (4) Drug 1: CC12CCC(CC1=CCC3C2CCC4(C3CC=C4C5=CN=CC=C5)C)O. Drug 2: CC1=C(C(CCC1)(C)C)C=CC(=CC=CC(=CC(=O)O)C)C. Cell line: CAKI-1. Synergy scores: CSS=13.5, Synergy_ZIP=-5.05, Synergy_Bliss=-4.34, Synergy_Loewe=-2.00, Synergy_HSA=-1.54. (5) Drug 1: CS(=O)(=O)OCCCCOS(=O)(=O)C. Drug 2: CC(C)(C#N)C1=CC(=CC(=C1)CN2C=NC=N2)C(C)(C)C#N. Cell line: IGROV1. Synergy scores: CSS=0.796, Synergy_ZIP=-0.338, Synergy_Bliss=0.0151, Synergy_Loewe=-1.000, Synergy_HSA=-1.67. (6) Drug 1: C1=CC(=CC=C1CC(C(=O)O)N)N(CCCl)CCCl.Cl. Drug 2: CC1=C2C(C(=O)C3(C(CC4C(C3C(C(C2(C)C)(CC1OC(=O)C(C(C5=CC=CC=C5)NC(=O)OC(C)(C)C)O)O)OC(=O)C6=CC=CC=C6)(CO4)OC(=O)C)O)C)O. Cell line: MCF7. Synergy scores: CSS=22.9, Synergy_ZIP=-10.2, Synergy_Bliss=-4.51, Synergy_Loewe=-14.4, Synergy_HSA=-1.79. (7) Drug 1: CC1=C2C(C(=O)C3(C(CC4C(C3C(C(C2(C)C)(CC1OC(=O)C(C(C5=CC=CC=C5)NC(=O)OC(C)(C)C)O)O)OC(=O)C6=CC=CC=C6)(CO4)OC(=O)C)OC)C)OC. Cell line: RPMI-8226. Synergy scores: CSS=39.6, Synergy_ZIP=-1.45, Synergy_Bliss=-5.84, Synergy_Loewe=-29.9, Synergy_HSA=-7.21. Drug 2: CNC(=O)C1=CC=CC=C1SC2=CC3=C(C=C2)C(=NN3)C=CC4=CC=CC=N4. (8) Drug 1: CC12CCC3C(C1CCC2O)C(CC4=C3C=CC(=C4)O)CCCCCCCCCS(=O)CCCC(C(F)(F)F)(F)F. Drug 2: C1=NC2=C(N1)C(=S)N=CN2. Cell line: HL-60(TB). Synergy scores: CSS=29.1, Synergy_ZIP=-2.46, Synergy_Bliss=9.03, Synergy_Loewe=-16.0, Synergy_HSA=2.01. (9) Drug 1: C1CC(=O)NC(=O)C1N2CC3=C(C2=O)C=CC=C3N. Drug 2: C(CC(=O)O)C(=O)CN.Cl. Cell line: NCI-H522. Synergy scores: CSS=2.26, Synergy_ZIP=-2.75, Synergy_Bliss=-3.07, Synergy_Loewe=-3.27, Synergy_HSA=-2.99.